Dataset: Full USPTO retrosynthesis dataset with 1.9M reactions from patents (1976-2016). Task: Predict the reactants needed to synthesize the given product. (1) The reactants are: [C:1]1([NH:7][C:8]2[C:9](=[CH:13][C:14]([N+:17]([O-:19])=[O:18])=[CH:15][CH:16]=2)[C:10]([OH:12])=O)[CH:6]=[CH:5][CH:4]=[CH:3][CH:2]=1.P(Cl)(Cl)(Cl)=O.Cl. Given the product [N+:17]([C:14]1[CH:15]=[CH:16][C:8]2[NH:7][C:1]3[C:2](=[CH:3][CH:4]=[CH:5][CH:6]=3)[C:10](=[O:12])[C:9]=2[CH:13]=1)([O-:19])=[O:18], predict the reactants needed to synthesize it. (2) Given the product [I-:15].[F:1][C:2]1[CH:10]=[C:9]2[C:5]([C:6]([CH2:11][N+:12]([CH3:16])([CH3:14])[CH3:13])=[CH:7][NH:8]2)=[CH:4][CH:3]=1, predict the reactants needed to synthesize it. The reactants are: [F:1][C:2]1[CH:10]=[C:9]2[C:5]([C:6]([CH2:11][N:12]([CH3:14])[CH3:13])=[CH:7][NH:8]2)=[CH:4][CH:3]=1.[I:15][CH3:16]. (3) Given the product [OH:19][C:5]1[CH:4]=[CH:3][C:2]([C:27]([F:30])([F:29])[F:28])=[CH:7][C:6]=1[CH2:8][C:9]1[S:10][CH:11]=[C:12]([C:14]([O:16][CH2:17][CH3:18])=[O:15])[N:13]=1, predict the reactants needed to synthesize it. The reactants are: Cl[C:2]1[CH:3]=[CH:4][C:5]([OH:19])=[C:6]([CH2:8][C:9]2[S:10][CH:11]=[C:12]([C:14]([O:16][CH2:17][CH3:18])=[O:15])[N:13]=2)[CH:7]=1.OC1C=CC([C:27]([F:30])([F:29])[F:28])=CC=1CC1SC=C(C(O)=O)N=1.